Predict the reactants needed to synthesize the given product. From a dataset of Full USPTO retrosynthesis dataset with 1.9M reactions from patents (1976-2016). (1) Given the product [OH:29]/[N:28]=[C:17]1\[CH2:16][C@@H:15]2[C@@H:25]([C@:23]3([CH3:24])[CH:18]\1[CH2:19][C:20](=[O:50])[CH2:21][CH2:22]3)[CH2:26][CH2:27][C@@:4]1([CH3:5])[C@H:6]2[CH2:7][CH2:8][C:3]1=[O:2], predict the reactants needed to synthesize it. The reactants are: C1CO[C:8]23OCCO[C:3]2([C@:4]2([CH2:27][CH2:26][C@H:25]4[C@@H:15]([CH2:16]/[C:17](=[N:28]\[OH:29])/[CH:18]5[C@:23]4([CH3:24])[CH2:22][CH2:21][CH2:20][CH2:19]5)[C@@H:6]2[CH2:7]3)[CH3:5])[O:2]1.C([C@@H]1C2[C@](C)(CCC(=[O:50])C2)[C@@H]2[C@H]([C@H]3[C@@](CC2)(C)C(=O)CC3)C1)#N. (2) Given the product [CH3:46][N:2]([CH3:1])[CH2:3][CH2:4][O:5][C:6]1[CH:7]=[CH:8][C:9]([NH:12][C:13](=[O:45])/[C:14](/[C:35]2[CH:36]=[CH:37][C:38]([O:41][CH2:42][O:43][CH3:44])=[CH:39][CH:40]=2)=[C:15](/[C:29]2[CH:34]=[CH:33][CH:32]=[CH:31][CH:30]=2)\[CH2:16][CH2:17][OH:18])=[CH:10][CH:11]=1, predict the reactants needed to synthesize it. The reactants are: [CH3:1][N:2]([CH3:46])[CH2:3][CH2:4][O:5][C:6]1[CH:11]=[CH:10][C:9]([NH:12][C:13](=[O:45])/[C:14](/[C:35]2[CH:40]=[CH:39][C:38]([O:41][CH2:42][O:43][CH3:44])=[CH:37][CH:36]=2)=[C:15](/[C:29]2[CH:34]=[CH:33][CH:32]=[CH:31][CH:30]=2)\[CH2:16][CH2:17][O:18][Si](C(C)C)(C(C)C)C(C)C)=[CH:8][CH:7]=1.[F-].C([N+](CCCC)(CCCC)CCCC)CCC.O. (3) Given the product [Cl:34][C:35]1[CH:45]=[CH:44][C:38]([N:39]([CH2:49][C:48](=[CH2:47])[CH2:51][CH2:52][OH:53])[S:40]([CH3:43])(=[O:42])=[O:41])=[C:37]([I:46])[CH:36]=1, predict the reactants needed to synthesize it. The reactants are: C1(P(C2C=CC=CC=2)C2C=CC=CC=2)C=CC=CC=1.CC(OC(/N=N/C(OC(C)C)=O)=O)C.[Cl:34][C:35]1[CH:45]=[CH:44][C:38]([NH:39][S:40]([CH3:43])(=[O:42])=[O:41])=[C:37]([I:46])[CH:36]=1.[CH2:47]=[C:48]([CH2:51][CH2:52][OH:53])[CH2:49]O.